This data is from Peptide-MHC class I binding affinity with 185,985 pairs from IEDB/IMGT. The task is: Regression. Given a peptide amino acid sequence and an MHC pseudo amino acid sequence, predict their binding affinity value. This is MHC class I binding data. (1) The peptide sequence is RHYSASFKK. The MHC is HLA-A11:01 with pseudo-sequence HLA-A11:01. The binding affinity (normalized) is 0.394. (2) The peptide sequence is CSDDGFWSK. The MHC is HLA-B07:02 with pseudo-sequence HLA-B07:02. The binding affinity (normalized) is 0.0847. (3) The peptide sequence is VSEPELCLL. The binding affinity (normalized) is 0.0847. The MHC is HLA-B57:01 with pseudo-sequence HLA-B57:01. (4) The peptide sequence is GFTGDFDSVI. The MHC is Patr-A0901 with pseudo-sequence Patr-A0901. The binding affinity (normalized) is 0.0486. (5) The peptide sequence is QPFPSQQPYL. The MHC is HLA-B54:01 with pseudo-sequence HLA-B54:01. The binding affinity (normalized) is 0.141.